Dataset: Forward reaction prediction with 1.9M reactions from USPTO patents (1976-2016). Task: Predict the product of the given reaction. The product is: [NH2:1][C:2]1[CH:9]=[CH:8][CH:7]=[C:6]([Cl:10])[C:3]=1[CH:4]([OH:5])[CH2:11][CH3:12]. Given the reactants [NH2:1][C:2]1[CH:9]=[CH:8][CH:7]=[C:6]([Cl:10])[C:3]=1[CH:4]=[O:5].[CH2:11]([Mg]Br)[CH3:12], predict the reaction product.